From a dataset of Reaction yield outcomes from USPTO patents with 853,638 reactions. Predict the reaction yield, written as a fraction of the theoretical maximum amount of product (1.0 means a 100% yield; for example, 0.34 means a 34% yield). The yield is 0.580. The product is [CH3:21][O:22][C:23]1[CH:30]=[C:29]([O:31][CH3:32])[C:28]([N:33]2[CH2:37][CH2:36][CH2:35][CH2:34]2)=[CH:27][C:24]=1/[CH:25]=[CH:2]/[C:1]([C:4]1[CH:5]=[CH:6][C:7]([S:10]([NH:13][CH2:14][C:15]2[CH:20]=[CH:19][CH:18]=[CH:17][N:16]=2)(=[O:12])=[O:11])=[CH:8][CH:9]=1)=[O:3]. The catalyst is CN(C=O)C.CO. The reactants are [C:1]([C:4]1[CH:9]=[CH:8][C:7]([S:10]([NH:13][CH2:14][C:15]2[CH:20]=[CH:19][CH:18]=[CH:17][N:16]=2)(=[O:12])=[O:11])=[CH:6][CH:5]=1)(=[O:3])[CH3:2].[CH3:21][O:22][C:23]1[CH:30]=[C:29]([O:31][CH3:32])[C:28]([N:33]2[CH2:37][CH2:36][CH2:35][CH2:34]2)=[CH:27][C:24]=1[CH:25]=O.C[O-].[Li+].